Dataset: Forward reaction prediction with 1.9M reactions from USPTO patents (1976-2016). Task: Predict the product of the given reaction. (1) Given the reactants BrC1C=CC(OC2C=CC(C#N)=C(Cl)N=2)=CC=1C1OCCO1.BrC1C=CC(OC2C=CC(C#N)=C(Cl)N=2)=CC=1C1OCCO1.[Br:45][C:46]1[CH:61]=[CH:60][C:49]([O:50][C:51]2[N:58]=[C:57](Cl)[CH:56]=[CH:55][C:52]=2[C:53]#[N:54])=[CH:48][C:47]=1[CH:62]1[O:66][CH2:65][CH2:64][O:63]1.[CH3:67][O:68][CH2:69][CH2:70][NH2:71], predict the reaction product. The product is: [Br:45][C:46]1[CH:61]=[CH:60][C:49]([O:50][C:51]2[N:58]=[C:57]([NH:71][CH2:70][CH2:69][O:68][CH3:67])[CH:56]=[CH:55][C:52]=2[C:53]#[N:54])=[CH:48][C:47]=1[CH:62]1[O:66][CH2:65][CH2:64][O:63]1. (2) The product is: [ClH:27].[CH:1]1([C:7]2([OH:26])[CH2:14][CH:13]3[CH:9]([CH2:10][CH:11]([NH:15][CH2:16][C:17]([N:19]4[CH2:23][CH2:22][CH2:21][CH:20]4[C:24]#[N:25])=[O:18])[CH2:12]3)[CH2:8]2)[CH2:6][CH2:5][CH2:4][CH2:3][CH2:2]1. Given the reactants [CH:1]1([C:7]2([OH:26])[CH2:14][CH:13]3[CH:9]([CH2:10][CH:11]([NH:15][CH2:16][C:17]([N:19]4[CH2:23][CH2:22][CH2:21][CH:20]4[C:24]#[N:25])=[O:18])[CH2:12]3)[CH2:8]2)[CH2:6][CH2:5][CH2:4][CH2:3][CH2:2]1.[ClH:27], predict the reaction product.